Dataset: Catalyst prediction with 721,799 reactions and 888 catalyst types from USPTO. Task: Predict which catalyst facilitates the given reaction. (1) Reactant: [C@@H:1]1([N:10]2[C:19]3[N:18]=[CH:17][N:16]=[C:14]([NH2:15])[C:13]=3[N:12]=[CH:11]2)[O:9][C@H:6]([CH2:7][OH:8])[C@@H:4]([OH:5])[C@H:2]1[OH:3].S(Cl)([Cl:22])=O.N1C=CC=CC=1. Product: [Cl:22][C@@:1]1([N:10]2[C:19]3[N:18]=[CH:17][N:16]=[C:14]([NH2:15])[C:13]=3[N:12]=[CH:11]2)[O:9][C@H:6]([CH2:7][OH:8])[C@@H:4]([OH:5])[C@H:2]1[OH:3]. The catalyst class is: 10. (2) Reactant: [H-].[Al+3].[Li+].[H-].[H-].[H-].[Br:7][C:8]1[CH:17]=[CH:16][C:15]([O:18][CH3:19])=[CH:14][C:9]=1[C:10](OC)=[O:11].O.O.O.O.O.O.O.O.O.O.S([O-])([O-])(=O)=O.[Na+].[Na+].[F-].[K+]. Product: [Br:7][C:8]1[CH:17]=[CH:16][C:15]([O:18][CH3:19])=[CH:14][C:9]=1[CH2:10][OH:11]. The catalyst class is: 7. (3) Reactant: Cl.[N+:2]([C:5]1[CH:6]=[C:7]([CH:10]=[CH:11][CH:12]=1)[CH2:8][NH2:9])([O-:4])=[O:3].C(=O)(O)[O-].[Na+].[N+](C1C=C(C=CC=1)CN)([O-])=O.[CH2:29]([O:31][C:32](=[O:46])[CH:33]([C:38](=O)[C:39]1[CH:44]=[CH:43][CH:42]=[CH:41][CH:40]=1)[CH2:34][C:35](=O)[CH3:36])[CH3:30].CC1C=CC(S(O)(=O)=O)=CC=1. Product: [CH2:29]([O:31][C:32]([C:33]1[CH:34]=[C:35]([CH3:36])[N:9]([CH2:8][C:7]2[CH:10]=[CH:11][CH:12]=[C:5]([N+:2]([O-:4])=[O:3])[CH:6]=2)[C:38]=1[C:39]1[CH:40]=[CH:41][CH:42]=[CH:43][CH:44]=1)=[O:46])[CH3:30]. The catalyst class is: 8. (4) Reactant: [F:1][C:2]([F:23])([F:22])[C:3]([N:5]([C@@H:13]1[CH2:15][C@H:14]1[C:16]1[CH:21]=[CH:20][CH:19]=[CH:18][CH:17]=1)[CH2:6][CH:7]1[CH2:12][CH2:11][NH:10][CH2:9][CH2:8]1)=[O:4].[Cl:24][C:25]1[CH:34]=[C:33]([CH:35]=O)[CH:32]=[CH:31][C:26]=1[C:27]([O:29][CH3:30])=[O:28].C(O[BH-](OC(=O)C)OC(=O)C)(=O)C.[Na+]. Product: [Cl:24][C:25]1[CH:34]=[C:33]([CH2:35][N:10]2[CH2:9][CH2:8][CH:7]([CH2:6][N:5]([C@@H:13]3[CH2:15][C@H:14]3[C:16]3[CH:21]=[CH:20][CH:19]=[CH:18][CH:17]=3)[C:3](=[O:4])[C:2]([F:1])([F:22])[F:23])[CH2:12][CH2:11]2)[CH:32]=[CH:31][C:26]=1[C:27]([O:29][CH3:30])=[O:28]. The catalyst class is: 26. (5) Reactant: [CH3:1][O:2][C:3](=[O:21])[CH2:4][C:5]1[CH:10]=[CH:9][CH:8]=[C:7]([O:11][C:12]2[CH:17]=[CH:16][C:15]([Br:18])=[CH:14][C:13]=2[CH:19]=[O:20])[CH:6]=1.[BH4-].[Na+].O.CCOC(C)=O. Product: [CH3:1][O:2][C:3](=[O:21])[CH2:4][C:5]1[CH:10]=[CH:9][CH:8]=[C:7]([O:11][C:12]2[CH:17]=[CH:16][C:15]([Br:18])=[CH:14][C:13]=2[CH2:19][OH:20])[CH:6]=1. The catalyst class is: 5. (6) Reactant: [N:1]1([C:6]2[CH:7]=[C:8]([CH:11]=[CH:12][C:13]=2[O:14][C:15]2[CH:20]=[CH:19][CH:18]=[CH:17][CH:16]=2)[C:9]#[N:10])[CH:5]=[CH:4][N:3]=[CH:2]1.C(O)(=[S:23])C. Product: [N:1]1([C:6]2[CH:7]=[C:8]([C:9](=[S:23])[NH2:10])[CH:11]=[CH:12][C:13]=2[O:14][C:15]2[CH:16]=[CH:17][CH:18]=[CH:19][CH:20]=2)[CH:5]=[CH:4][N:3]=[CH:2]1. The catalyst class is: 15.